Dataset: Peptide-MHC class II binding affinity with 134,281 pairs from IEDB. Task: Regression. Given a peptide amino acid sequence and an MHC pseudo amino acid sequence, predict their binding affinity value. This is MHC class II binding data. (1) The peptide sequence is TLWQRPLVTIKIGGQLKEAL. The MHC is HLA-DPA10201-DPB10101 with pseudo-sequence HLA-DPA10201-DPB10101. The binding affinity (normalized) is 0.375. (2) The MHC is DRB1_1101 with pseudo-sequence DRB1_1101. The binding affinity (normalized) is 0.0443. The peptide sequence is YAQMWLLLYFHRRDLRLM. (3) The peptide sequence is KILEPFRKYTAFTIP. The MHC is DRB1_0701 with pseudo-sequence DRB1_0701. The binding affinity (normalized) is 0.526. (4) The peptide sequence is AIKAGTGGAYESYKF. The MHC is DRB1_0401 with pseudo-sequence DRB1_0401. The binding affinity (normalized) is 0.184. (5) The peptide sequence is KNLTGLVSAGPKAKS. The MHC is DRB1_1501 with pseudo-sequence DRB1_1501. The binding affinity (normalized) is 0.554. (6) The peptide sequence is KEADYSQIPISINYR. The MHC is DRB1_0401 with pseudo-sequence DRB1_0401. The binding affinity (normalized) is 0.426. (7) The peptide sequence is PNYLALLVKYVDGDG. The MHC is HLA-DQA10102-DQB10502 with pseudo-sequence HLA-DQA10102-DQB10502. The binding affinity (normalized) is 0.230.